This data is from Catalyst prediction with 721,799 reactions and 888 catalyst types from USPTO. The task is: Predict which catalyst facilitates the given reaction. (1) Reactant: [N:1]1([C:11](=[O:16])[C:12]([F:15])([F:14])[F:13])[C:10]2[C:5](=[CH:6][CH:7]=[CH:8][CH:9]=2)[CH2:4][CH2:3][CH2:2]1.[S:17]([Cl:21])(=O)(=[O:19])[OH:18]. Product: [F:13][C:12]([F:14])([F:15])[C:11]([N:1]1[C:10]2[C:5](=[CH:6][C:7]([S:17]([Cl:21])(=[O:19])=[O:18])=[CH:8][CH:9]=2)[CH2:4][CH2:3][CH2:2]1)=[O:16]. The catalyst class is: 6. (2) Reactant: [Li+].[OH-].C[O:4][C:5](=[O:26])[C:6]1[CH:15]=[C:14]([C:16]2[CH:25]=[CH:24][C:23]3[C:18](=[CH:19][CH:20]=[CH:21][CH:22]=3)[CH:17]=2)[CH:13]=[C:8]([C:9]([O:11]C)=[O:10])[CH:7]=1.Cl. Product: [CH:17]1[C:18]2[C:23](=[CH:22][CH:21]=[CH:20][CH:19]=2)[CH:24]=[CH:25][C:16]=1[C:14]1[CH:13]=[C:8]([C:9]([OH:11])=[O:10])[CH:7]=[C:6]([CH:15]=1)[C:5]([OH:26])=[O:4]. The catalyst class is: 315. (3) Reactant: [OH:1][CH2:2][C:3]1[N:7]([CH:8]2[C:17]3[C:12](=[CH:13][CH:14]=[CH:15][CH:16]=3)[C:11](=[O:18])[O:10][C:9]2([CH3:20])[CH3:19])[CH:6]=[N:5][CH:4]=1.[H-].[Na+].[CH3:23]I. Product: [CH3:23][O:1][CH2:2][C:3]1[N:7]([CH:8]2[C:17]3[C:12](=[CH:13][CH:14]=[CH:15][CH:16]=3)[C:11](=[O:18])[O:10][C:9]2([CH3:20])[CH3:19])[CH:6]=[N:5][CH:4]=1. The catalyst class is: 3. (4) Reactant: Cl[C:2]1[C:11]2[C:6](=[CH:7][C:8]([C:12]3[C:13]([CH3:18])=[N:14][O:15][C:16]=3[CH3:17])=[CH:9][CH:10]=2)[N:5]=[CH:4][C:3]=1[C:19]([NH2:21])=[O:20].[NH2:22][C:23]1[CH:24]=[C:25]([C:32]([OH:34])=[O:33])[CH:26]=[C:27]([C:29]([OH:31])=[O:30])[CH:28]=1. Product: [NH2:21][C:19]([C:3]1[CH:4]=[N:5][C:6]2[C:11]([C:2]=1[NH:22][C:23]1[CH:24]=[C:25]([C:32]([OH:34])=[O:33])[CH:26]=[C:27]([C:29]([OH:31])=[O:30])[CH:28]=1)=[CH:10][CH:9]=[C:8]([C:12]1[C:13]([CH3:18])=[N:14][O:15][C:16]=1[CH3:17])[CH:7]=2)=[O:20]. The catalyst class is: 15. (5) Reactant: [N:1]([C:3]1[C:12]2[C:7](=[CH:8][CH:9]=[CH:10][CH:11]=2)[CH:6]=[CH:5][C:4]=1[OH:13])=O.C1(C)C=CC(S(Cl)(=O)=[O:21])=CC=1.[OH-].[Na+]. Product: [C:3]([C:12]1[CH:11]=[CH:10][CH:9]=[CH:8][C:7]=1/[CH:6]=[CH:5]\[C:4]([OH:13])=[O:21])#[N:1]. The catalyst class is: 20.